From a dataset of Forward reaction prediction with 1.9M reactions from USPTO patents (1976-2016). Predict the product of the given reaction. (1) Given the reactants C([O:5][C:6](=[O:29])[CH2:7][CH2:8][O:9][CH2:10][CH2:11][O:12][CH2:13][CH2:14][O:15][CH2:16][CH2:17][O:18][CH2:19][CH2:20][S:21][S:22][C:23]1[CH:28]=[CH:27][CH:26]=[CH:25][N:24]=1)(C)(C)C.C(O)(C(F)(F)F)=O.[SiH](CC)(CC)CC, predict the reaction product. The product is: [N:24]1[CH:25]=[CH:26][CH:27]=[CH:28][C:23]=1[S:22][S:21][CH2:20][CH2:19][O:18][CH2:17][CH2:16][O:15][CH2:14][CH2:13][O:12][CH2:11][CH2:10][O:9][CH2:8][CH2:7][C:6]([OH:29])=[O:5]. (2) The product is: [CH3:27][NH:26][C:24]([C:23]1[CH:28]=[CH:29][C:20]([NH:19][C:12](=[O:14])[C:11]2[CH:15]=[CH:16][CH:17]=[C:9]([B:4]3[O:5][C:6]([CH3:7])([CH3:8])[C:2]([CH3:1])([CH3:18])[O:3]3)[CH:10]=2)=[CH:21][CH:22]=1)=[O:25]. Given the reactants [CH3:1][C:2]1([CH3:18])[C:6]([CH3:8])([CH3:7])[O:5][B:4]([C:9]2[CH:10]=[C:11]([CH:15]=[CH:16][CH:17]=2)[C:12]([OH:14])=O)[O:3]1.[NH2:19][C:20]1[CH:29]=[CH:28][C:23]([C:24]([NH:26][CH3:27])=[O:25])=[CH:22][CH:21]=1.CN(C(ON1N=NC2C=CC=NC1=2)=[N+](C)C)C.F[P-](F)(F)(F)(F)F.CCN(C(C)C)C(C)C, predict the reaction product. (3) The product is: [C:49]([C:39]1[CH:38]=[C:37]([NH:36][C:34](=[O:35])[NH:33][C:26]2[C:27]3[C:32](=[CH:31][CH:30]=[CH:29][CH:28]=3)[C:23]([O:22][CH2:21][C:19]3[CH:18]=[CH:17][N:16]=[C:15]([NH:14][C:10](=[O:12])[C@H:9]([O:8][CH3:7])[CH3:13])[CH:20]=3)=[CH:24][CH:25]=2)[N:41]([C:42]2[CH:47]=[CH:46][C:45]([CH3:48])=[CH:44][CH:43]=2)[N:40]=1)([CH3:52])([CH3:51])[CH3:50]. Given the reactants ClC(N(C)C)=C.[CH3:7][O:8][C@H:9]([CH3:13])[C:10]([OH:12])=O.[NH2:14][C:15]1[CH:20]=[C:19]([CH2:21][O:22][C:23]2[C:32]3[C:27](=[CH:28][CH:29]=[CH:30][CH:31]=3)[C:26]([NH:33][C:34]([NH:36][C:37]3[N:41]([C:42]4[CH:47]=[CH:46][C:45]([CH3:48])=[CH:44][CH:43]=4)[N:40]=[C:39]([C:49]([CH3:52])([CH3:51])[CH3:50])[CH:38]=3)=[O:35])=[CH:25][CH:24]=2)[CH:18]=[CH:17][N:16]=1.CCN(C(C)C)C(C)C.N, predict the reaction product. (4) Given the reactants P(Cl)(Cl)(Cl)=O.ClCCC[N:10]1[C:18]2[C:13](=[CH:14][C:15](CC([N+]([O-])=O)C)=[CH:16][CH:17]=2)[CH2:12][CH2:11]1, predict the reaction product. The product is: [NH:10]1[C:18]2[C:13](=[CH:14][CH:15]=[CH:16][CH:17]=2)[CH2:12][CH2:11]1. (5) The product is: [CH2:1]1[NH:6][C@H:5]([CH2:7][OH:8])[C@@H:4]([OH:9])[C@H:3]([OH:10])[C@H:2]1[OH:11].[CH2:30]([OH:31])[C@H:15]1[NH:14][C@H:19]([CH2:20][OH:21])[C@H:18]([OH:22])[C@@H:17]([OH:23])[C@@H:16]1[OH:24].[CH2:20]([OH:21])[C@H:1]1[NH:6][C@H:5]([CH2:7][OH:8])[C@H:4]([OH:9])[CH:3]([OH:10])[C@@H:2]1[OH:11]. Given the reactants [CH2:1]1[NH:6][C@H:5]([CH2:7][OH:8])[C@@H:4]([OH:9])[C@H:3]([OH:10])[C@H:2]1[OH:11].C1[C@H:20]([OH:21])[C@H:19]2[N:14]([CH2:15][C@H:16]([OH:24])[C@@H:17]([OH:23])[C@@H:18]2[OH:22])C1.C1[C@@H:30]([OH:31])[C@H](O)[C@@H](CO)NC1, predict the reaction product. (6) The product is: [CH2:1]([N:8]1[CH2:12][CH:11]([C:13]2[CH:18]=[CH:17][C:16]([O:19][CH3:20])=[CH:15][CH:14]=2)[N:10]([CH:21]([CH:33]([CH3:34])[CH3:35])[C:22]([NH:24][OH:25])=[O:23])[C:9]1=[O:36])[C:2]1[CH:3]=[CH:4][CH:5]=[CH:6][CH:7]=1. Given the reactants [CH2:1]([N:8]1[CH2:12][CH:11]([C:13]2[CH:18]=[CH:17][C:16]([O:19][CH3:20])=[CH:15][CH:14]=2)[N:10]([CH:21]([CH:33]([CH3:35])[CH3:34])[C:22]([NH:24][O:25]CC2C=CC=CC=2)=[O:23])[C:9]1=[O:36])[C:2]1[CH:7]=[CH:6][CH:5]=[CH:4][CH:3]=1, predict the reaction product. (7) The product is: [CH2:1]([O:3][C:4]([C:5]1([S:6]([C:9]2[CH:10]=[CH:11][C:12]([O:15][CH2:16][CH:17]([CH2:20][CH3:21])[CH2:18][CH3:19])=[CH:13][CH:14]=2)(=[O:7])=[O:8])[CH2:24][CH2:25][N:26]([CH2:27][C:28]2[CH:33]=[CH:32][CH:31]=[CH:30][CH:29]=2)[CH2:34][CH2:35]1)=[O:22])[CH3:2]. Given the reactants [CH2:1]([O:3][C:4](=[O:22])[CH2:5][S:6]([C:9]1[CH:14]=[CH:13][C:12]([O:15][CH2:16][CH:17]([CH2:20][CH3:21])[CH2:18][CH3:19])=[CH:11][CH:10]=1)(=[O:8])=[O:7])[CH3:2].Cl[CH2:24][CH2:25][N:26]([CH2:34][CH2:35]Cl)[CH2:27][C:28]1[CH:33]=[CH:32][CH:31]=[CH:30][CH:29]=1, predict the reaction product. (8) Given the reactants CO[C:3]1([O:9][CH3:10])[CH2:8][CH2:7][CH2:6][CH2:5][CH2:4]1.[C:11]([N+:15]#[C-])(C)(C)C, predict the reaction product. The product is: [CH3:10][O:9][C:3]1([C:11]#[N:15])[CH2:8][CH2:7][CH2:6][CH2:5][CH2:4]1. (9) Given the reactants [C:1]1(=[O:7])[O:6][C:4](=[O:5])[CH:3]=[CH:2]1.[C:8]1([CH3:15])[C:9]([CH3:15])=[CH:13][CH:8]=[CH:9][CH:13]=1, predict the reaction product. The product is: [CH3:9][C:8]([CH2:15][CH:3]1[C:4](=[O:5])[O:6][C:1](=[O:7])[CH2:2]1)=[CH2:13]. (10) Given the reactants [Cl:1][C:2]1[N:7]=[C:6]2[CH:8]=[C:9]([C:11]([O:13][CH3:14])=[O:12])[NH:10][C:5]2=[CH:4][CH:3]=1.C(=O)([O-])[O-].[Cs+].[Cs+].Br[CH2:22][CH2:23][CH2:24][CH2:25][F:26].O, predict the reaction product. The product is: [Cl:1][C:2]1[N:7]=[C:6]2[CH:8]=[C:9]([C:11]([O:13][CH3:14])=[O:12])[N:10]([CH2:22][CH2:23][CH2:24][CH2:25][F:26])[C:5]2=[CH:4][CH:3]=1.